Task: Predict the reaction yield, written as a fraction of the theoretical maximum amount of product (1.0 means a 100% yield; for example, 0.34 means a 34% yield).. Dataset: Reaction yield outcomes from USPTO patents with 853,638 reactions The reactants are [Cl:1][C:2]1[C:10]([CH2:11][CH2:12][C:13]2[CH:14]=[N:15][C:16]([NH:19][C:20]3[CH:21]=[N:22][N:23]([CH3:25])[CH:24]=3)=[N:17][CH:18]=2)=[CH:9][C:5]([C:6]([OH:8])=[O:7])=[CH:4][C:3]=1[O:26][CH3:27].Cl.O(N)[CH3:30].CCN(C(C)C)C(C)C.CN(C(ON1N=NC2C=CC=NC1=2)=[N+](C)C)C.F[P-](F)(F)(F)(F)F. The catalyst is CN(C=O)C. The product is [Cl:1][C:2]1[C:10](/[CH:11]=[CH:12]/[C:13]2[CH:18]=[N:17][C:16]([NH:19][C:20]3[CH:21]=[N:22][N:23]([CH3:25])[CH:24]=3)=[N:15][CH:14]=2)=[CH:9][C:5]([C:6]([O:8][CH3:30])=[O:7])=[CH:4][C:3]=1[O:26][CH3:27]. The yield is 0.819.